Predict the reactants needed to synthesize the given product. From a dataset of Full USPTO retrosynthesis dataset with 1.9M reactions from patents (1976-2016). (1) Given the product [C:1]([CH2:3][C:4]([N:30]1[CH2:31][CH2:32][CH:33]([N:36]2[C:40]3[CH:41]=[CH:42][CH:43]=[CH:44][C:39]=3[N:38]=[C:37]2[NH:45][C:46](=[O:53])[C:47]2[CH:52]=[CH:51][CH:50]=[N:49][CH:48]=2)[CH2:34][CH2:35]1)=[O:5])#[N:2], predict the reactants needed to synthesize it. The reactants are: [C:1]([CH2:3][C:4](O)=[O:5])#[N:2].CN(C(ON1N=NC2C=CC=CC1=2)=[N+](C)C)C.[B-](F)(F)(F)F.Cl.[NH:30]1[CH2:35][CH2:34][CH:33]([N:36]2[C:40]3[CH:41]=[CH:42][CH:43]=[CH:44][C:39]=3[N:38]=[C:37]2[NH:45][C:46](=[O:53])[C:47]2[CH:52]=[CH:51][CH:50]=[N:49][CH:48]=2)[CH2:32][CH2:31]1.CCN(C(C)C)C(C)C. (2) Given the product [Cl:13][C:12]1[C:7]([C:6]([OH:15])=[O:5])=[CH:8][N:9]=[C:10]([Cl:14])[CH:11]=1, predict the reactants needed to synthesize it. The reactants are: [OH-].[Na+].C([O:5][C:6](=[O:15])[C:7]1[C:12]([Cl:13])=[CH:11][C:10]([Cl:14])=[N:9][CH:8]=1)C.C1COCC1.CO.O.Cl. (3) Given the product [CH3:1][C:2]1[S:6][C:5]([NH:7][C:15]2[CH:22]=[CH:21][C:18]([C:19]#[N:20])=[CH:17][CH:16]=2)=[N:4][N:3]=1, predict the reactants needed to synthesize it. The reactants are: [CH3:1][C:2]1[S:6][C:5]([NH2:7])=[N:4][N:3]=1.CC(C)([O-])C.[K+].F[C:15]1[CH:22]=[CH:21][C:18]([C:19]#[N:20])=[CH:17][CH:16]=1.Cl. (4) The reactants are: [CH3:1][S:2]([C:5]1[CH:6]=[C:7]2[C:11](=[CH:12][CH:13]=1)[NH:10][C:9]([C:14]1[O:15][CH:16]=[N:17][N:18]=1)=[CH:8]2)(=[O:4])=[O:3].[H-].[Na+].[F:21][C:22]1[CH:29]=[CH:28][C:25]([CH2:26]Br)=[CH:24][CH:23]=1. Given the product [F:21][C:22]1[CH:29]=[CH:28][C:25]([CH2:26][N:10]2[C:11]3[C:7](=[CH:6][C:5]([S:2]([CH3:1])(=[O:3])=[O:4])=[CH:13][CH:12]=3)[CH:8]=[C:9]2[C:14]2[O:15][CH:16]=[N:17][N:18]=2)=[CH:24][CH:23]=1, predict the reactants needed to synthesize it.